Dataset: Forward reaction prediction with 1.9M reactions from USPTO patents (1976-2016). Task: Predict the product of the given reaction. (1) Given the reactants [OH:1][C:2]1[C:9]([CH3:10])=[C:8]([OH:11])[CH:7]=[CH:6][C:3]=1[CH:4]=[O:5].C(=O)([O-])[O-].[K+].[K+].Cl[CH2:19][C:20]1[CH:25]=[CH:24][C:23]([O:26][CH2:27][CH3:28])=[CH:22][CH:21]=1.O, predict the reaction product. The product is: [CH2:27]([O:26][C:23]1[CH:24]=[CH:25][C:20]([CH2:19][O:11][C:8]2[CH:7]=[CH:6][C:3]([CH:4]=[O:5])=[C:2]([OH:1])[C:9]=2[CH3:10])=[CH:21][CH:22]=1)[CH3:28]. (2) Given the reactants Br[C:2]1[CH:3]=[N:4][CH:5]=[CH:6][CH:7]=1.[NH:8]1[CH2:12][CH2:11][C@H:10]([C:13]([NH:15][C:16]2[CH:21]=[CH:20][C:19]([CH:22]3[CH2:27][CH2:26][N:25]([C:28]([O:30][C:31]([CH3:34])([CH3:33])[CH3:32])=[O:29])[CH2:24][CH2:23]3)=[CH:18][CH:17]=2)=[O:14])[CH2:9]1.N1CC(C(NC2C=CC(OC3CCN(C(OC(C)(C)C)=O)CC3)=CC=2)=O)[CH2:36]1, predict the reaction product. The product is: [CH3:36][C:3]1[C:2]([N:8]2[CH2:12][CH2:11][C@H:10]([C:13]([NH:15][C:16]3[CH:17]=[CH:18][C:19]([CH:22]4[CH2:23][CH2:24][N:25]([C:28]([O:30][C:31]([CH3:34])([CH3:33])[CH3:32])=[O:29])[CH2:26][CH2:27]4)=[CH:20][CH:21]=3)=[O:14])[CH2:9]2)=[CH:7][CH:6]=[CH:5][N:4]=1. (3) Given the reactants [Mg].[CH3:2][C:3]([N:23]1[CH2:28][CH2:27][N:26](S(C2C=CC(C)=CC=2)(=O)=O)[CH2:25][CH2:24]1)([C:5]1[CH:10]=[CH:9][C:8]([O:11][CH2:12][C:13]2[CH:18]=[CH:17][C:16]([C:19]([F:22])([F:21])[F:20])=[CH:15][CH:14]=2)=[CH:7][CH:6]=1)[CH3:4], predict the reaction product. The product is: [CH3:4][C:3]([N:23]1[CH2:24][CH2:25][NH:26][CH2:27][CH2:28]1)([C:5]1[CH:10]=[CH:9][C:8]([O:11][CH2:12][C:13]2[CH:14]=[CH:15][C:16]([C:19]([F:20])([F:21])[F:22])=[CH:17][CH:18]=2)=[CH:7][CH:6]=1)[CH3:2]. (4) Given the reactants Cl.[O:2]1[CH2:6][CH:5]([OH:7])[CH2:4][NH:3]1.C(N(CC)CC)C.[C:15](O[C:15]([O:17][C:18]([CH3:21])([CH3:20])[CH3:19])=[O:16])([O:17][C:18]([CH3:21])([CH3:20])[CH3:19])=[O:16], predict the reaction product. The product is: [C:15]([N:3]1[CH2:4][CH:5]([OH:7])[CH2:6][O:2]1)([O:17][C:18]([CH3:21])([CH3:20])[CH3:19])=[O:16]. (5) The product is: [OH:13][CH2:12][CH:6]=[CH:5][CH2:4][CH2:3][CH2:2][C:1]([OH:8])=[O:7]. Given the reactants [C:1]([OH:8])(=[O:7])[CH2:2][CH2:3][CH2:4][CH:5]=[CH2:6].C(O)/C=C\[CH2:12][OH:13], predict the reaction product. (6) Given the reactants [C:1](Cl)(=[O:8])[C:2]1[CH:7]=[CH:6][CH:5]=[CH:4][CH:3]=1.[Cl-].[Al+3].[Cl-].[Cl-].[CH3:14][C:15]1[CH:19]=[C:18]([CH3:20])[NH:17][C:16]=1[C:21]([O:23]CC)=[O:22], predict the reaction product. The product is: [C:1]([C:19]1[C:15]([CH3:14])=[C:16]([C:21]([OH:23])=[O:22])[NH:17][C:18]=1[CH3:20])(=[O:8])[C:2]1[CH:7]=[CH:6][CH:5]=[CH:4][CH:3]=1. (7) Given the reactants [C:1]([C:6]1[CH:7]=[C:8]2[C:12](=[CH:13][CH:14]=1)[N:11]([CH3:15])[C:10]([CH:16]1[CH2:20][CH2:19][N:18]([C:21]([O:23][C:24]([CH3:27])([CH3:26])[CH3:25])=[O:22])[CH2:17]1)=[CH:9]2)(=O)[CH2:2][CH2:3][CH3:4].[CH3:28][O:29][C:30]1[CH:37]=[C:36]([O:38][CH3:39])[CH:35]=[CH:34][C:31]=1[CH2:32][NH2:33].CCN(CC)CC, predict the reaction product. The product is: [CH3:28][O:29][C:30]1[CH:37]=[C:36]([O:38][CH3:39])[CH:35]=[CH:34][C:31]=1[CH2:32][N:33]=[C:1]([C:6]1[CH:7]=[C:8]2[C:12](=[CH:13][CH:14]=1)[N:11]([CH3:15])[C:10]([CH:16]1[CH2:20][CH2:19][N:18]([C:21]([O:23][C:24]([CH3:25])([CH3:27])[CH3:26])=[O:22])[CH2:17]1)=[CH:9]2)[CH2:2][CH2:3][CH3:4]. (8) Given the reactants Cl[CH2:2][C:3]1[CH:4]=[C:5]2[C:9](=[CH:10][CH:11]=1)[CH:8]([NH:12][C:13](=[O:22])[O:14][CH2:15][C:16]1[CH:21]=[CH:20][CH:19]=[CH:18][CH:17]=1)[CH2:7][CH2:6]2.CC1(C)COB([C:30]2[CH:31]=[C:32]([CH:37]=[C:38]([C:40]([F:43])([F:42])[F:41])[CH:39]=2)[C:33]([O:35][CH3:36])=[O:34])OC1.C(=O)([O-])[O-].[Na+].[Na+], predict the reaction product. The product is: [CH2:15]([O:14][C:13]([NH:12][CH:8]1[C:9]2[C:5](=[CH:4][C:3]([CH2:2][C:30]3[CH:31]=[C:32]([CH:37]=[C:38]([C:40]([F:41])([F:43])[F:42])[CH:39]=3)[C:33]([O:35][CH3:36])=[O:34])=[CH:11][CH:10]=2)[CH2:6][CH2:7]1)=[O:22])[C:16]1[CH:21]=[CH:20][CH:19]=[CH:18][CH:17]=1.